This data is from Catalyst prediction with 721,799 reactions and 888 catalyst types from USPTO. The task is: Predict which catalyst facilitates the given reaction. (1) Reactant: [CH3:1][C:2]1[CH:7]=[C:6]([CH3:8])[N:5]=[C:4]([CH2:9][OH:10])[CH:3]=1. Product: [CH3:1][C:2]1[CH:7]=[C:6]([CH3:8])[N:5]=[C:4]([CH:9]=[O:10])[CH:3]=1. The catalyst class is: 428. (2) Reactant: [C:1]([C:3]1[CH:8]=[CH:7][CH:6]=[CH:5][C:4]=1[C:9]1[CH:36]=[CH:35][C:12]([C:13]([NH:15][CH2:16][CH:17]2[CH2:21][CH2:20][CH2:19][N:18]2[C:22](=[O:34])[CH2:23][CH2:24][CH2:25][NH:26]C(=O)OC(C)(C)C)=[O:14])=[C:11]([NH:37][CH2:38][CH2:39][C:40]2[CH:45]=[CH:44][CH:43]=[C:42]([F:46])[CH:41]=2)[N:10]=1)#[N:2].Cl. Product: [NH2:26][CH2:25][CH2:24][CH2:23][C:22]([N:18]1[CH2:19][CH2:20][CH2:21][CH:17]1[CH2:16][NH:15][C:13](=[O:14])[C:12]1[CH:35]=[CH:36][C:9]([C:4]2[CH:5]=[CH:6][CH:7]=[CH:8][C:3]=2[C:1]#[N:2])=[N:10][C:11]=1[NH:37][CH2:38][CH2:39][C:40]1[CH:45]=[CH:44][CH:43]=[C:42]([F:46])[CH:41]=1)=[O:34]. The catalyst class is: 5. (3) Reactant: [Cl:1][C:2]1[N:11]=[C:10]([N:12]2[CH2:16][CH2:15][C@@H:14]([NH2:17])[CH2:13]2)[C:9]2[C:4](=[CH:5][C:6]([CH3:18])=[CH:7][CH:8]=2)[N:3]=1.CCN(CC)CC.Cl[C:27]([O:29][CH2:30][CH:31]([CH3:33])[CH3:32])=[O:28]. Product: [Cl:1][C:2]1[N:11]=[C:10]([N:12]2[CH2:16][CH2:15][C@@H:14]([NH:17][C:27](=[O:28])[O:29][CH2:30][CH:31]([CH3:33])[CH3:32])[CH2:13]2)[C:9]2[C:4](=[CH:5][C:6]([CH3:18])=[CH:7][CH:8]=2)[N:3]=1. The catalyst class is: 4.